From a dataset of NCI-60 drug combinations with 297,098 pairs across 59 cell lines. Regression. Given two drug SMILES strings and cell line genomic features, predict the synergy score measuring deviation from expected non-interaction effect. Drug 1: C1C(C(OC1N2C=C(C(=O)NC2=O)F)CO)O. Drug 2: CN1C(=O)N2C=NC(=C2N=N1)C(=O)N. Cell line: OVCAR-4. Synergy scores: CSS=5.46, Synergy_ZIP=-2.93, Synergy_Bliss=0.670, Synergy_Loewe=-7.33, Synergy_HSA=-0.544.